From a dataset of Reaction yield outcomes from USPTO patents with 853,638 reactions. Predict the reaction yield, written as a fraction of the theoretical maximum amount of product (1.0 means a 100% yield; for example, 0.34 means a 34% yield). (1) The reactants are [CH3:1][O:2][Na].[F:4][C:5]1[CH:6]=[C:7]([CH:10]=[CH:11][CH:12]=1)[C:8]#[N:9]. The catalyst is CO. The product is [F:4][C:5]1[CH:6]=[C:7]([C:8](=[NH:9])[O:2][CH3:1])[CH:10]=[CH:11][CH:12]=1. The yield is 0.990. (2) The reactants are [Si:1]([O:8][C@@H:9]1[C@@:28]2([CH3:29])[C:13](=[CH:14][CH:15]=[C:16]3[C@@H:27]2[CH2:26][CH2:25][C@@:24]2([CH3:30])[C@H:17]3[CH2:18][CH:19]=[C:20]2[C@@H:21]([OH:23])[CH3:22])[CH2:12][C@@H:11]([O:31][Si:32]([C:35]([CH3:38])([CH3:37])[CH3:36])([CH3:34])[CH3:33])[CH2:10]1)([C:4]([CH3:7])([CH3:6])[CH3:5])([CH3:3])[CH3:2].[H-].[Na+].C1OCCOCCOCCOCCOC1.Br[CH2:57]/[CH:58]=[CH:59]\[C:60]([CH3:70])([O:62][Si:63]([CH2:68][CH3:69])([CH2:66][CH3:67])[CH2:64][CH3:65])[CH3:61]. The yield is 0.980. The product is [Si:1]([O:8][C@@H:9]1[C@@:28]2([CH3:29])[C:13](=[CH:14][CH:15]=[C:16]3[C@@H:27]2[CH2:26][CH2:25][C@@:24]2([CH3:30])[C@H:17]3[CH2:18][CH:19]=[C:20]2[C@@H:21]([O:23][CH2:57]/[CH:58]=[CH:59]\[C:60]([CH3:70])([O:62][Si:63]([CH2:66][CH3:67])([CH2:68][CH3:69])[CH2:64][CH3:65])[CH3:61])[CH3:22])[CH2:12][C@@H:11]([O:31][Si:32]([C:35]([CH3:37])([CH3:36])[CH3:38])([CH3:33])[CH3:34])[CH2:10]1)([C:4]([CH3:7])([CH3:6])[CH3:5])([CH3:3])[CH3:2]. The catalyst is O1CCCC1. (3) The reactants are [O:1]=[C:2]1[CH2:8][CH2:7][CH2:6][N:5]([C:9]([O:11][C:12]([CH3:15])([CH3:14])[CH3:13])=[O:10])[CH2:4][CH2:3]1.[Br:16]Br.CCN(CC)CC.CC(OC(OC(OC(C)(C)C)=O)=O)(C)C. The catalyst is C(Cl)(Cl)Cl. The product is [Br:16][CH:8]1[C:2](=[O:1])[CH2:3][CH2:4][N:5]([C:9]([O:11][C:12]([CH3:15])([CH3:14])[CH3:13])=[O:10])[CH2:6][CH2:7]1. The yield is 0.270. (4) The reactants are [OH:1][C:2]1[C:7]([CH2:8][CH2:9][CH3:10])=[C:6]([OH:11])[CH:5]=[CH:4][C:3]=1[C:12](=[O:14])[CH3:13].O[CH2:16][C:17]1[CH:22]=[CH:21][C:20]([CH:23]([O:32][CH:33]2[CH2:38][CH2:37][CH2:36][CH2:35][O:34]2)[C:24]2[CH:25]=[C:26]([CH:29]=[CH:30][CH:31]=2)[C:27]#[N:28])=[CH:19][CH:18]=1.N(C(N1CCCCC1)=O)=NC(N1CCCCC1)=O.C(P(CCCC)CCCC)CCC. The catalyst is ClCCl.C1(C)C=CC=CC=1. The product is [C:12]([C:3]1[CH:4]=[CH:5][C:6]([O:11][CH2:16][C:17]2[CH:18]=[CH:19][C:20]([CH:23]([O:32][CH:33]3[CH2:38][CH2:37][CH2:36][CH2:35][O:34]3)[C:24]3[CH:25]=[C:26]([CH:29]=[CH:30][CH:31]=3)[C:27]#[N:28])=[CH:21][CH:22]=2)=[C:7]([CH2:8][CH2:9][CH3:10])[C:2]=1[OH:1])(=[O:14])[CH3:13]. The yield is 0.670. (5) The reactants are [F:1][C:2]1[CH:7]=[CH:6][C:5]([N:8]2[C:11](=[O:12])[C@H:10]([S:13][CH2:14][C:15]([C:17]3[CH:22]=[CH:21][C:20]([F:23])=[CH:19][CH:18]=3)=[O:16])[C@H:9]2[C:24]2[CH:34]=[CH:33][C:27]([O:28][CH2:29]C(O)=O)=[CH:26][CH:25]=2)=[CH:4][CH:3]=1.Cl.C[O:37][C:38](=[O:45])[CH2:39][NH:40][C:41](=[O:44])[CH2:42][NH2:43].CN1CC[O:50][CH2:49]C1.CN(C(ON1N=NC2C=CC=CC1=2)=[N+](C)C)C.[B-](F)(F)(F)F.C1CN2C(=NCCC2)C1.C([O-])(=O)C.[NH4+]. The catalyst is C(Cl)Cl. The product is [F:1][C:2]1[CH:3]=[CH:4][C:5]([N:8]2[C:11](=[O:12])[C@H:10]([S:13][CH2:14][C:15]([C:17]3[CH:22]=[CH:21][C:20]([F:23])=[CH:19][CH:18]=3)=[O:16])[C@H:9]2[C:24]2[CH:25]=[CH:26][C:27]([O:28][CH2:29][C:49]([NH:43][CH2:42][C:41]([NH:40][CH2:39][C:38]([OH:37])=[O:45])=[O:44])=[O:50])=[CH:33][CH:34]=2)=[CH:6][CH:7]=1. The yield is 0.380. (6) The reactants are [CH2:1]([O:3][P:4]([C:9]1[C:18]2[C:13](=[CH:14][CH:15]=[CH:16][CH:17]=2)[C:12]([N:19]2[CH2:23][CH2:22][CH2:21][CH2:20]2)=[CH:11][CH:10]=1)(=[O:8])[O:5]CC)[CH3:2]. The catalyst is N1CCCC1. The yield is 0.550. The product is [CH2:1]([O:3][P:4]([C:9]1[C:18]2[C:13](=[CH:14][CH:15]=[CH:16][CH:17]=2)[C:12]([N:19]2[CH2:23][CH2:22][CH2:21][CH2:20]2)=[CH:11][CH:10]=1)(=[O:5])[OH:8])[CH3:2]. (7) The product is [Br:1][C:2]1[CH:3]=[CH:4][C:5]2[C:13](=[O:14])[C:12](=[O:15])[C:11]3[N:10]([CH3:16])[C:9]([CH2:17][N:26]([CH3:27])[CH3:25])=[C:8]([C:19]([O:21][CH2:22][CH3:23])=[O:20])[C:7]=3[C:6]=2[CH:24]=1. The reactants are [Br:1][C:2]1[CH:3]=[CH:4][C:5]2[C:13](=[O:14])[C:12](=[O:15])[C:11]3[N:10]([CH3:16])[C:9]([CH2:17]Br)=[C:8]([C:19]([O:21][CH2:22][CH3:23])=[O:20])[C:7]=3[C:6]=2[CH:24]=1.[CH3:25][NH:26][CH3:27]. The catalyst is C1COCC1. The yield is 0.840. (8) The reactants are F[C:2]1[C:3]([N+:15]([O-:17])=[O:16])=[C:4]([C:9]2[N:14]=[CH:13][CH:12]=[CH:11][N:10]=2)[CH:5]=[C:6]([F:8])[CH:7]=1.C([NH2:22])(C)(C)C.O. The catalyst is O1CCOCC1. The product is [F:8][C:6]1[CH:5]=[C:4]([C:9]2[N:14]=[CH:13][CH:12]=[CH:11][N:10]=2)[C:3]([N+:15]([O-:17])=[O:16])=[C:2]([NH2:22])[CH:7]=1. The yield is 0.900. (9) The reactants are CCN(C(C)C)C(C)C.[F:10][C:11]1[CH:16]=[CH:15][C:14]([C:17]2[O:18][C:19]3[CH:29]=[CH:28][C:27]([C:30]4[CH:31]=[C:32]([CH:42]=[CH:43][CH:44]=4)[C:33]([NH:35][C:36]([CH3:41])([CH3:40])[C:37]([OH:39])=O)=[O:34])=[CH:26][C:20]=3[C:21]=2[C:22](=[O:25])[NH:23][CH3:24])=[CH:13][CH:12]=1.[CH3:45][C:46]1[NH:50][N:49]=[C:48]([NH2:51])[CH:47]=1.[H-].[Na+]. The catalyst is CN(C=O)C.CO. The product is [F:10][C:11]1[CH:12]=[CH:13][C:14]([C:17]2[O:18][C:19]3[CH:29]=[CH:28][C:27]([C:30]4[CH:44]=[CH:43][CH:42]=[C:32]([C:33](=[O:34])[NH:35][C:36]([CH3:40])([CH3:41])[C:37]([NH:51][C:48]5[CH:47]=[C:46]([CH3:45])[NH:50][N:49]=5)=[O:39])[CH:31]=4)=[CH:26][C:20]=3[C:21]=2[C:22]([NH:23][CH3:24])=[O:25])=[CH:15][CH:16]=1. The yield is 0.210.